Dataset: Reaction yield outcomes from USPTO patents with 853,638 reactions. Task: Predict the reaction yield, written as a fraction of the theoretical maximum amount of product (1.0 means a 100% yield; for example, 0.34 means a 34% yield). (1) The reactants are [OH:1][C:2]1[CH:11]=[C:10]2[C:5]([C:6]([C:23]([OH:25])=[O:24])=[C:7]([CH3:22])[C:8]([C:12]3[CH:17]=[CH:16][CH:15]=[C:14]([C:18]([F:21])([F:20])[F:19])[CH:13]=3)=[N:9]2)=[CH:4][C:3]=1[S:26]([CH3:29])(=[O:28])=[O:27].[C:30](Cl)(=O)C(Cl)=O.CO. The catalyst is CN(C=O)C.ClCCl. The product is [OH:1][C:2]1[CH:11]=[C:10]2[C:5]([C:6]([C:23]([O:25][CH3:30])=[O:24])=[C:7]([CH3:22])[C:8]([C:12]3[CH:17]=[CH:16][CH:15]=[C:14]([C:18]([F:20])([F:21])[F:19])[CH:13]=3)=[N:9]2)=[CH:4][C:3]=1[S:26]([CH3:29])(=[O:28])=[O:27]. The yield is 0.840. (2) The reactants are [N+:1]([C:4]1[CH:10]=[CH:9][CH:8]=[CH:7][C:5]=1[NH2:6])([O-])=[O:2].[N:11]#[C:12][NH2:13].[CH]Cl.[OH-].[Na+]. The catalyst is O. The product is [N+:1]1([O-:2])[C:4]2[CH:10]=[CH:9][CH:8]=[CH:7][C:5]=2[N:6]=[C:12]([NH2:13])[N:11]=1. The yield is 0.880. (3) The reactants are [CH3:1][P:2](=[O:7])([CH:5]=[CH2:6])[CH:3]=[CH2:4].[CH2:8]([NH2:15])[C:9]1[CH:14]=[CH:13][CH:12]=[CH:11][CH:10]=1. The catalyst is C1COCC1.O. The product is [CH2:8]([N:15]1[CH2:6][CH2:5][P:2](=[O:7])([CH3:1])[CH2:3][CH2:4]1)[C:9]1[CH:14]=[CH:13][CH:12]=[CH:11][CH:10]=1. The yield is 0.640. (4) The reactants are Br[CH2:2][C:3]([C:5]1[C:13]2[C:8](=[N:9][CH:10]=[C:11]([Br:14])[CH:12]=2)[NH:7][CH:6]=1)=O.[C:15]([N:22]1[CH2:27][CH2:26][CH:25]([C:28]([NH2:30])=[S:29])[CH2:24][CH2:23]1)([O:17][C:18]([CH3:21])([CH3:20])[CH3:19])=[O:16].C([O-])(O)=O.[Na+]. The catalyst is C1COCC1. The product is [C:18]([O:17][C:15]([N:22]1[CH2:27][CH2:26][CH:25]([C:28]2[S:29][CH:2]=[C:3]([C:5]3[C:13]4[C:8](=[N:9][CH:10]=[C:11]([Br:14])[CH:12]=4)[NH:7][CH:6]=3)[N:30]=2)[CH2:24][CH2:23]1)=[O:16])([CH3:21])([CH3:19])[CH3:20]. The yield is 1.00. (5) The reactants are [C:1]([O:5][C:6]([N:8]1[CH2:13][C:12](=[O:14])[N:11]([C:15]2[CH:19]=[C:18]([C:20]3[CH:25]=[CH:24][CH:23]=[CH:22][CH:21]=3)[S:17][C:16]=2[C:26]([O:28]C)=[O:27])[C@H:10]([CH:30]2[CH2:35][CH2:34][CH2:33][CH2:32][CH2:31]2)[CH2:9]1)=[O:7])([CH3:4])([CH3:3])[CH3:2].O.[OH-].[Li+]. The catalyst is C1COCC1.O.CO. The product is [CH:30]1([C@@H:10]2[CH2:9][NH:8][CH2:13][C:12](=[O:14])[N:11]2[C:15]2[CH:19]=[C:18]([C:20]3[CH:21]=[CH:22][CH:23]=[CH:24][CH:25]=3)[S:17][C:16]=2[C:26]([OH:28])=[O:27])[CH2:31][CH2:32][CH2:33][CH2:34][CH2:35]1.[C:1]([O:5][C:6]([N:8]1[CH2:13][C:12](=[O:14])[N:11]([C:15]2[CH:19]=[C:18]([C:20]3[CH:21]=[CH:22][CH:23]=[CH:24][CH:25]=3)[S:17][C:16]=2[C:26]([OH:28])=[O:27])[C@H:10]([CH:30]2[CH2:35][CH2:34][CH2:33][CH2:32][CH2:31]2)[CH2:9]1)=[O:7])([CH3:4])([CH3:2])[CH3:3]. The yield is 0.970. (6) The reactants are [Cl:1][C:2]1[CH:3]=[C:4]2[C:9](=[CH:10][CH:11]=1)[C:8]([C:12]1[CH:16]=[C:15]([Br:17])[S:14][C:13]=1[Br:18])=[N:7][CH2:6][CH2:5]2.C(O)C.[C:22]([O:26][C:27](O[C:27]([O:26][C:22]([CH3:25])([CH3:24])[CH3:23])=[O:28])=[O:28])([CH3:25])([CH3:24])[CH3:23].[BH4-].[Na+]. No catalyst specified. The product is [Cl:1][C:2]1[CH:3]=[C:4]2[C:9](=[CH:10][CH:11]=1)[CH:8]([C:12]1[CH:16]=[C:15]([Br:17])[S:14][C:13]=1[Br:18])[N:7]([C:27]([O:26][C:22]([CH3:25])([CH3:24])[CH3:23])=[O:28])[CH2:6][CH2:5]2. The yield is 0.753. (7) The reactants are [Br:1][C:2]1[C:6]([C:7]#[N:8])=[C:5](Br)[S:4][C:3]=1[C:10]([O:12][CH2:13][CH3:14])=[O:11].[O:15]1[CH2:20][CH:19]=[C:18](B2OC(C)(C)C(C)(C)O2)[CH2:17][CH2:16]1.O1CCOCC1.O.C(=O)([O-])[O-].[Cs+].[Cs+]. The catalyst is C1C=CC([P]([Pd]([P](C2C=CC=CC=2)(C2C=CC=CC=2)C2C=CC=CC=2)([P](C2C=CC=CC=2)(C2C=CC=CC=2)C2C=CC=CC=2)[P](C2C=CC=CC=2)(C2C=CC=CC=2)C2C=CC=CC=2)(C2C=CC=CC=2)C2C=CC=CC=2)=CC=1. The product is [Br:1][C:2]1[C:6]([C:7]#[N:8])=[C:5]([C:18]2[CH2:19][CH2:20][O:15][CH2:16][CH:17]=2)[S:4][C:3]=1[C:10]([O:12][CH2:13][CH3:14])=[O:11]. The yield is 0.630. (8) The reactants are C[O:2][C:3](=[O:18])[CH:4]([C:7]1[CH:12]=[C:11]([O:13][CH:14]([F:16])[F:15])[CH:10]=[C:9]([Cl:17])[CH:8]=1)[CH:5]=[O:6].CO.[BH4-].[Na+]. The catalyst is C1COCC1.C(OCC)(=O)C.O. The product is [Cl:17][C:9]1[CH:8]=[C:7]([CH:12]=[C:11]([O:13][CH:14]([F:15])[F:16])[CH:10]=1)[CH:4]([CH2:5][OH:6])[C:3]([OH:18])=[O:2]. The yield is 0.480. (9) The reactants are C(N(CC)CC)C.[O:8]1[CH2:12][CH2:11][CH:10]([CH2:13][OH:14])[CH2:9]1.[CH3:15][S:16](O[S:16]([CH3:15])(=[O:18])=[O:17])(=[O:18])=[O:17]. The catalyst is C(Cl)Cl. The product is [O:8]1[CH2:12][CH2:11][CH:10]([CH2:13][O:14][S:16]([CH3:15])(=[O:18])=[O:17])[CH2:9]1. The yield is 0.740.